This data is from Full USPTO retrosynthesis dataset with 1.9M reactions from patents (1976-2016). The task is: Predict the reactants needed to synthesize the given product. Given the product [CH3:26][O:27][C:28]1[CH:29]=[C:30]([C:34]2[O:35][C:36]3[CH2:41][CH2:40][NH:39][CH2:38][C:37]=3[N:42]=2)[CH:31]=[CH:32][CH:33]=1.[CH3:43][O:44][C:45]1[CH:53]=[C:52]([C:9]2[O:10][C:11]3[CH2:16][CH2:15][N:14]([C:17]4[N:24]=[CH:23][CH:22]=[CH:21][C:18]=4[C:19]#[N:20])[CH2:13][C:12]=3[N:25]=2)[CH:51]=[CH:47][CH:46]=1, predict the reactants needed to synthesize it. The reactants are: C(C1C=C([C:9]2[O:10][C:11]3[CH2:16][CH2:15][N:14]([C:17]4[N:24]=[CH:23][CH:22]=[CH:21][C:18]=4[C:19]#[N:20])[CH2:13][C:12]=3[N:25]=2)C=CC=1)#N.[CH3:26][O:27][C:28]1[CH:29]=[C:30]([C:34]2[O:35][C:36]3[CH2:41][CH2:40][NH:39][CH2:38][C:37]=3[N:42]=2)[CH:31]=[CH:32][CH:33]=1.[CH3:43][O:44][C:45]1[CH:46]=[C:47]([CH:51]=[CH:52][CH:53]=1)C(O)=O.